Dataset: Forward reaction prediction with 1.9M reactions from USPTO patents (1976-2016). Task: Predict the product of the given reaction. Given the reactants [Si:1]([O:8][CH2:9][C@@H:10]1[CH:15]=[C:14]([CH2:16][O:17][CH3:18])[CH:13](O)[CH2:12][N:11]1[C:20]([O:22][C:23]([CH3:26])([CH3:25])[CH3:24])=[O:21])([C:4]([CH3:7])([CH3:6])[CH3:5])([CH3:3])[CH3:2].[CH2:27]([O:30][NH:31][S:32]([C:35]1[CH:40]=[CH:39][CH:38]=[CH:37][C:36]=1[N+:41]([O-:43])=[O:42])(=[O:34])=[O:33])[CH:28]=[CH2:29].C1(P(C2C=CC=CC=2)C2C=CC=CC=2)C=CC=CC=1.N(/C(OC(C)C)=O)=N\C(OC(C)C)=O, predict the reaction product. The product is: [CH2:27]([O:30][N:31]([CH:13]1[CH2:12][N:11]([C:20]([O:22][C:23]([CH3:26])([CH3:25])[CH3:24])=[O:21])[C@H:10]([CH2:9][O:8][Si:1]([C:4]([CH3:5])([CH3:7])[CH3:6])([CH3:3])[CH3:2])[CH:15]=[C:14]1[CH2:16][O:17][CH3:18])[S:32]([C:35]1[CH:40]=[CH:39][CH:38]=[CH:37][C:36]=1[N+:41]([O-:43])=[O:42])(=[O:34])=[O:33])[CH:28]=[CH2:29].